This data is from Forward reaction prediction with 1.9M reactions from USPTO patents (1976-2016). The task is: Predict the product of the given reaction. Given the reactants [C:1]([Br:5])(Br)(Br)[Br:2].C1(P(C2C=CC=CC=2)C2C=CC=CC=2)C=CC=CC=1.[CH2:25]([CH:27]([CH2:30][CH2:31][CH2:32][CH3:33])[CH:28]=O)[CH3:26], predict the reaction product. The product is: [Br:2][C:1]([Br:5])=[CH:28][CH:27]([CH2:25][CH3:26])[CH2:30][CH2:31][CH2:32][CH3:33].